Dataset: Peptide-MHC class I binding affinity with 185,985 pairs from IEDB/IMGT. Task: Regression. Given a peptide amino acid sequence and an MHC pseudo amino acid sequence, predict their binding affinity value. This is MHC class I binding data. The peptide sequence is EFVSANLAM. The MHC is HLA-A02:19 with pseudo-sequence HLA-A02:19. The binding affinity (normalized) is 0.0847.